This data is from Forward reaction prediction with 1.9M reactions from USPTO patents (1976-2016). The task is: Predict the product of the given reaction. The product is: [CH2:26]([O:1][CH2:2][C@@H:3]1[C@H:9]([C:10]2[CH:15]=[CH:14][C:13]([Cl:16])=[C:12]([Cl:17])[CH:11]=2)[CH2:8][C@@H:7]2[N:18]([CH3:19])[C@H:4]1[CH2:5][CH2:6]2)[CH3:27]. Given the reactants [OH:1][CH2:2][C@@H:3]1[C@H:9]([C:10]2[CH:15]=[CH:14][C:13]([Cl:16])=[C:12]([Cl:17])[CH:11]=2)[CH2:8][C@@H:7]2[N:18]([CH3:19])[C@H:4]1[CH2:5][CH2:6]2.[H-].[Na+].S(OCC)(O[CH2:26][CH3:27])(=O)=O.O, predict the reaction product.